This data is from Full USPTO retrosynthesis dataset with 1.9M reactions from patents (1976-2016). The task is: Predict the reactants needed to synthesize the given product. (1) Given the product [NH2:7][C:8]1[N:9]=[C:10]([NH:19][C:20]2[CH:25]=[CH:24][CH:23]=[C:22]([CH3:26])[CH:21]=2)[C:11]2[CH:17]=[C:16]([C:31]3[CH:32]=[CH:33][C:28]([F:27])=[CH:29][CH:30]=3)[CH:15]=[N:14][C:12]=2[N:13]=1, predict the reactants needed to synthesize it. The reactants are: C([NH:7][C:8]1[N:9]=[C:10]([NH:19][C:20]2[CH:25]=[CH:24][CH:23]=[C:22]([CH3:26])[CH:21]=2)[C:11]2[CH:17]=[C:16](Br)[CH:15]=[N:14][C:12]=2[N:13]=1)(=O)C(C)(C)C.[F:27][C:28]1[CH:33]=[CH:32][C:31](B(O)O)=[CH:30][CH:29]=1.C([O-])([O-])=O.[K+].[K+]. (2) Given the product [CH3:14][O:15][C:16]1[CH:17]=[C:18]([CH:19]2[C:5]3[C:3](=[C:2]([I:1])[CH:8]=[CH:7][CH:6]=3)[NH:4][CH:10]([C:9]([OH:13])=[O:12])[CH2:20]2)[CH:21]=[CH:22][C:23]=1[O:24][CH3:25], predict the reactants needed to synthesize it. The reactants are: [I:1][C:2]1[CH:8]=[CH:7][CH:6]=[CH:5][C:3]=1[NH2:4].[C:9]([OH:13])(=[O:12])[CH:10]=O.[CH3:14][O:15][C:16]1[CH:17]=[C:18]([CH:21]=[CH:22][C:23]=1[O:24][CH3:25])[CH:19]=[CH2:20]. (3) Given the product [OH:15][CH2:14][C:10]1[CH:9]=[C:8]([C:5]2[N:4]=[CH:3][C:2](/[CH:18]=[CH:17]/[C:16]([O:20][CH3:21])=[O:19])=[CH:7][N:6]=2)[CH:13]=[CH:12][CH:11]=1, predict the reactants needed to synthesize it. The reactants are: Br[C:2]1[CH:3]=[N:4][C:5]([C:8]2[CH:9]=[C:10]([CH2:14][OH:15])[CH:11]=[CH:12][CH:13]=2)=[N:6][CH:7]=1.[C:16]([O:20][CH3:21])(=[O:19])[CH:17]=[CH2:18].C1(P(C2C=CC=CC=2)C2C=CC=CC=2)C=CC=CC=1.C([O-])(=O)C.[K+]. (4) Given the product [CH:1]1([N:6]2[CH2:12][C:11]([F:14])([F:13])[C:10](=[O:15])[N:9]([CH3:16])[C:8]3[CH:17]=[N:18][C:19]([NH:21][C:22]4[CH:30]=[CH:29][C:25]([C:26]([NH:41][CH:42]5[CH2:47][CH2:46][N:45]([CH3:48])[CH2:44][CH2:43]5)=[O:27])=[CH:24][C:23]=4[F:31])=[N:20][C:7]2=3)[CH2:2][CH2:3][CH2:4][CH2:5]1, predict the reactants needed to synthesize it. The reactants are: [CH:1]1([N:6]2[CH2:12][C:11]([F:14])([F:13])[C:10](=[O:15])[N:9]([CH3:16])[C:8]3[CH:17]=[N:18][C:19]([NH:21][C:22]4[CH:30]=[CH:29][C:25]([C:26](O)=[O:27])=[CH:24][C:23]=4[F:31])=[N:20][C:7]2=3)[CH2:5][CH2:4][CH2:3][CH2:2]1.C(N(C(C)C)C(C)C)C.[NH2:41][CH:42]1[CH2:47][CH2:46][N:45]([CH3:48])[CH2:44][CH2:43]1. (5) Given the product [Br:1][C:2]1[C:7](=[O:8])[N:6]([CH2:27][C:24]2[CH:25]=[CH:26][C:21]([O:20][CH3:19])=[CH:22][CH:23]=2)[N:5]=[C:4]([C:9]([O:11][CH3:12])=[O:10])[CH:3]=1, predict the reactants needed to synthesize it. The reactants are: [Br:1][C:2]1[C:7](=[O:8])[NH:6][N:5]=[C:4]([C:9]([O:11][CH3:12])=[O:10])[CH:3]=1.C(=O)([O-])[O-].[K+].[K+].[CH3:19][O:20][C:21]1[CH:26]=[CH:25][C:24]([CH2:27]Cl)=[CH:23][CH:22]=1.O. (6) Given the product [CH:11]([C:8]1[CH:9]=[C:10]2[C:5](=[CH:6][CH:7]=1)[NH:4][N:3]=[C:2]2[NH:1][C:13](=[O:14])[O:15][C:16]([CH3:19])([CH3:18])[CH3:17])=[O:12], predict the reactants needed to synthesize it. The reactants are: [NH2:1][C:2]1[C:10]2[C:5](=[CH:6][CH:7]=[C:8]([CH:11]=[O:12])[CH:9]=2)[NH:4][N:3]=1.[C:13](O[C:13]([O:15][C:16]([CH3:19])([CH3:18])[CH3:17])=[O:14])([O:15][C:16]([CH3:19])([CH3:18])[CH3:17])=[O:14].C(N(CC)CC)C. (7) Given the product [CH3:18][N:19]([CH3:28])[CH2:20][CH2:21][N:22]1[CH2:27][CH2:26][N:25]([C:2]2[CH:7]=[CH:6][C:5]([C:8]3[CH:13]=[CH:12][C:11]([C:14]([F:17])([F:16])[F:15])=[CH:10][CH:9]=3)=[CH:4][N:3]=2)[CH2:24][CH2:23]1, predict the reactants needed to synthesize it. The reactants are: Cl[C:2]1[CH:7]=[CH:6][C:5]([C:8]2[CH:13]=[CH:12][C:11]([C:14]([F:17])([F:16])[F:15])=[CH:10][CH:9]=2)=[CH:4][N:3]=1.[CH3:18][N:19]([CH3:28])[CH2:20][CH2:21][N:22]1[CH2:27][CH2:26][NH:25][CH2:24][CH2:23]1. (8) Given the product [F:32][C:33]1[CH:40]=[CH:39][C:38]([F:41])=[CH:37][C:34]=1[CH2:35][N:27]1[CH2:28][CH2:29][CH:24]([C:22]([NH:21][C:18]2[CH:17]=[CH:16][C:15]([CH2:14][NH:13][C:11]3[C:10]4[C:5](=[CH:6][C:7]([CH3:30])=[CH:8][CH:9]=4)[N:4]=[C:3]([N:2]([CH3:31])[CH3:1])[N:12]=3)=[CH:20][CH:19]=2)=[O:23])[CH2:25][CH2:26]1, predict the reactants needed to synthesize it. The reactants are: [CH3:1][N:2]([CH3:31])[C:3]1[N:12]=[C:11]([NH:13][CH2:14][C:15]2[CH:20]=[CH:19][C:18]([NH:21][C:22]([CH:24]3[CH2:29][CH2:28][NH:27][CH2:26][CH2:25]3)=[O:23])=[CH:17][CH:16]=2)[C:10]2[C:5](=[CH:6][C:7]([CH3:30])=[CH:8][CH:9]=2)[N:4]=1.[F:32][C:33]1[CH:40]=[CH:39][C:38]([F:41])=[CH:37][C:34]=1[CH:35]=O.Cl. (9) Given the product [O:20]1[C:29]2[C:24](=[CH:25][CH:26]=[CH:27][C:28]=2[N:30]2[CH2:35][CH2:34][N:33]([CH2:16][CH2:15][CH2:14][CH2:13][O:12][C:8]3[N:9]=[C:10]4[C:5]([CH:4]=[CH:3][C:2](=[O:1])[NH:11]4)=[CH:6][CH:7]=3)[CH2:32][CH2:31]2)[CH2:23][CH2:22][CH2:21]1, predict the reactants needed to synthesize it. The reactants are: [O:1]=[C:2]1[NH:11][C:10]2[N:9]=[C:8]([O:12][CH2:13][CH2:14][CH2:15][CH:16]=O)[CH:7]=[CH:6][C:5]=2[CH:4]=[CH:3]1.Cl.Cl.[O:20]1[C:29]2[C:24](=[CH:25][CH:26]=[CH:27][C:28]=2[N:30]2[CH2:35][CH2:34][NH:33][CH2:32][CH2:31]2)[CH2:23][CH2:22][CH2:21]1.CCN(CC)CC.[BH-](OC(C)=O)(OC(C)=O)OC(C)=O.[Na+].